The task is: Predict which catalyst facilitates the given reaction.. This data is from Catalyst prediction with 721,799 reactions and 888 catalyst types from USPTO. (1) Reactant: [C:1]([C@@H:3]([NH:12][C:13]([C:15]1([NH:21][C:22](=[O:28])[O:23][C:24]([CH3:27])([CH3:26])[CH3:25])[CH2:20][CH2:19][O:18][CH2:17][CH2:16]1)=[O:14])[CH2:4][C:5]1[CH:10]=[CH:9][C:8](I)=[CH:7][CH:6]=1)#[N:2].C([O-])(=O)C.[K+].CC1(C)C(C)(C)OB([C:42]2[CH:43]=[CH:44][C:45]3[O:49][C:48](=[O:50])[NH:47][C:46]=3[CH:51]=2)O1. Product: [C:1]([C@@H:3]([NH:12][C:13]([C:15]1([NH:21][C:22](=[O:28])[O:23][C:24]([CH3:27])([CH3:26])[CH3:25])[CH2:20][CH2:19][O:18][CH2:17][CH2:16]1)=[O:14])[CH2:4][C:5]1[CH:10]=[CH:9][C:8]([C:42]2[CH:43]=[CH:44][C:45]3[O:49][C:48](=[O:50])[NH:47][C:46]=3[CH:51]=2)=[CH:7][CH:6]=1)#[N:2]. The catalyst class is: 47. (2) Reactant: [CH3:1][CH:2]([O:4][C:5]([CH2:7][CH2:8][CH2:9]/[CH:10]=[CH:11]\[CH2:12][C@@H:13]1[C@@H:17]([CH2:18][CH2:19][C@@H:20]([OH:29])[CH2:21][CH2:22][C:23]2[CH:24]=[CH:25][CH:26]=[CH:27][CH:28]=2)[C@H:16]([OH:30])[CH2:15][C@@H:14]1[OH:31])=[O:6])[CH3:3].[CH2:32]([B:36](O)O)[CH2:33][CH2:34][CH3:35]. Product: [CH2:32]([B:36]1[O:31][C@H:14]2[CH2:15][C@H:16]([C@H:17]([CH2:18][CH2:19][C@@H:20]([OH:29])[CH2:21][CH2:22][C:23]3[CH:24]=[CH:25][CH:26]=[CH:27][CH:28]=3)[C@H:13]2[CH2:12]/[CH:11]=[CH:10]\[CH2:9][CH2:8][CH2:7][C:5]([O:4][CH:2]([CH3:1])[CH3:3])=[O:6])[O:30]1)[CH2:33][CH2:34][CH3:35]. The catalyst class is: 2. (3) Reactant: [Cl:1][C:2]1[N:3]=[C:4]2[N:8]([C:9]=1[S:10](Cl)(=[O:12])=[O:11])[CH:7]=[CH:6][S:5]2.FC(F)(F)C([N:18]1[CH2:24][CH2:23][CH2:22][C:21]2[CH:25]=[CH:26][C:27]([NH2:29])=[CH:28][C:20]=2[CH2:19]1)=O.N1C=CC=CC=1.O. Product: [Cl:1][C:2]1[N:3]=[C:4]2[N:8]([C:9]=1[S:10]([NH:29][C:27]1[CH:26]=[CH:25][C:21]3[CH2:22][CH2:23][CH2:24][NH:18][CH2:19][C:20]=3[CH:28]=1)(=[O:12])=[O:11])[CH:7]=[CH:6][S:5]2. The catalyst class is: 22. (4) Reactant: [O:1]1[CH2:6][CH2:5][CH:4]([C:7]([OH:9])=O)[CH2:3][CH2:2]1.B.C1COCC1.O.[S:17](Cl)([C:20]1[CH:26]=[CH:25][C:23]([CH3:24])=[CH:22][CH:21]=1)(=[O:19])=[O:18]. Product: [O:1]1[CH2:2][CH2:3][CH:4]([CH2:7][O:9][S:17]([C:20]2[CH:26]=[CH:25][C:23]([CH3:24])=[CH:22][CH:21]=2)(=[O:19])=[O:18])[CH2:5][CH2:6]1. The catalyst class is: 76.